The task is: Predict the product of the given reaction.. This data is from Forward reaction prediction with 1.9M reactions from USPTO patents (1976-2016). (1) The product is: [Cl:1][C:2]1[CH:3]=[N:4][C:5]2[C:6](=[O:12])[NH:7][CH:8]([O:43][CH3:42])[CH:9]([F:34])[C:10]=2[CH:11]=1. Given the reactants [Cl:1][C:2]1[CH:3]=[N:4][C:5]2[C:6](=[O:12])[NH:7][CH:8]=[CH:9][C:10]=2[CH:11]=1.CO.C(#N)C.F[B-](F)(F)F.ClC[N+]12CC[N+](F)(CC1)CC2.[F:34][B-](F)(F)F.CCO[C:42](C)=[O:43], predict the reaction product. (2) Given the reactants [C:1]([C:3]1[CH:4]=[C:5]2[C:9](=[CH:10][CH:11]=1)[N:8]([CH2:12][CH:13]1[CH2:18][CH2:17][N:16]([S:19]([C:22]3[CH:27]=[CH:26][CH:25]=[CH:24][CH:23]=3)(=[O:21])=[O:20])[CH2:15][CH2:14]1)[CH:7]=[CH:6]2)#[CH:2].BrC1C=C2C(=CC=1)N(CC1CCN(S(C3C=CC=CC=3)(=O)=O)CC1)C=C2.C1(P(C2C=CC=CC=2)C2C=CC=CC=2)C=CC=CC=1.[C:73]([Si:75](C)([CH3:77])[CH3:76])#C, predict the reaction product. The product is: [C:22]1([S:19]([N:16]2[CH2:17][CH2:18][CH:13]([CH2:12][N:8]3[C:9]4[C:5](=[CH:4][C:3]([C:1]#[C:2][Si:75]([CH3:77])([CH3:76])[CH3:73])=[CH:11][CH:10]=4)[CH:6]=[CH:7]3)[CH2:14][CH2:15]2)(=[O:21])=[O:20])[CH:23]=[CH:24][CH:25]=[CH:26][CH:27]=1. (3) Given the reactants C(O[C:6]([N:8]1[CH2:15][C:14](=[CH2:16])[CH2:13][C@H:9]1[C:10]([OH:12])=O)=[O:7])(C)(C)C.[N:17]([C:20]1[CH:25]=[CH:24][CH:23]=[C:22]([O:26][CH3:27])[CH:21]=1)=C=O.[O:28]1[CH:32]=[CH:31][CH:30]=[C:29]1[CH2:33][NH2:34], predict the reaction product. The product is: [O:28]1[CH:32]=[CH:31][CH:30]=[C:29]1[CH2:33][NH:34][C:10]([C@@H:9]1[CH2:13][C:14](=[CH2:16])[CH2:15][N:8]1[C:6]([NH:17][C:20]1[CH:25]=[CH:24][CH:23]=[C:22]([O:26][CH3:27])[CH:21]=1)=[O:7])=[O:12]. (4) The product is: [NH2:1][C:2]1[N:7]=[CH:6][N:5]=[C:4]([C:8]2[C:9]([CH3:28])=[C:10]([NH:15][C:16](=[O:27])[C:17]3[CH:22]=[CH:21][C:20]([CH:23]4[CH2:24][CH2:25]4)=[CH:19][C:18]=3[F:26])[CH:11]=[C:12]([F:14])[CH:13]=2)[C:3]=1[OH:29]. Given the reactants [NH2:1][C:2]1[N:7]=[CH:6][N:5]=[C:4]([C:8]2[C:9]([CH3:28])=[C:10]([NH:15][C:16](=[O:27])[C:17]3[CH:22]=[CH:21][C:20]([CH:23]4[CH2:25][CH2:24]4)=[CH:19][C:18]=3[F:26])[CH:11]=[C:12]([F:14])[CH:13]=2)[C:3]=1[O:29]CC1C=CC=CC=1.C(O)(C(F)(F)F)=O.C(=O)([O-])O.[Na+].CCOC(C)=O, predict the reaction product. (5) Given the reactants [CH3:1][O:2][C:3](=[O:31])[CH2:4][CH2:5][NH:6][C:7]([C:9]1[S:10][C:11]([CH:14]([O:21][C:22]2[CH:27]=[C:26]([CH3:28])[C:25](I)=[C:24]([CH3:30])[CH:23]=2)[CH2:15][CH2:16][C:17]([F:20])([F:19])[F:18])=[CH:12][CH:13]=1)=[O:8].[F:32][C:33]([F:45])([F:44])[O:34][C:35]1[CH:40]=[CH:39][C:38](B(O)O)=[CH:37][CH:36]=1, predict the reaction product. The product is: [CH3:1][O:2][C:3](=[O:31])[CH2:4][CH2:5][NH:6][C:7]([C:9]1[S:10][C:11]([CH:14]([O:21][C:22]2[CH:27]=[C:26]([CH3:28])[C:25]([C:38]3[CH:37]=[CH:36][C:35]([O:34][C:33]([F:32])([F:44])[F:45])=[CH:40][CH:39]=3)=[C:24]([CH3:30])[CH:23]=2)[CH2:15][CH2:16][C:17]([F:20])([F:19])[F:18])=[CH:12][CH:13]=1)=[O:8]. (6) Given the reactants [CH3:1][C:2]1[CH:3]=[C:4]([NH:9][CH2:10][CH2:11][C:12]2[CH:13]=[N:14][C:15]([C:18]([F:21])([F:20])[F:19])=[CH:16][CH:17]=2)[CH:5]=[CH:6][C:7]=1[CH3:8].C(N(CC)CC)C.[Br:29][CH2:30][C:31](Cl)=[O:32], predict the reaction product. The product is: [Br:29][CH2:30][C:31]([N:9]([C:4]1[CH:5]=[CH:6][C:7]([CH3:8])=[C:2]([CH3:1])[CH:3]=1)[CH2:10][CH2:11][C:12]1[CH:13]=[N:14][C:15]([C:18]([F:21])([F:20])[F:19])=[CH:16][CH:17]=1)=[O:32]. (7) Given the reactants C([O:3][C:4]([C:6]1[CH:10]=[C:9]([C:11]2[CH:12]=[N:13][CH:14]=[CH:15][CH:16]=2)[NH:8][N:7]=1)=[O:5])C.CO.O[Li].O.Cl, predict the reaction product. The product is: [N:13]1[CH:14]=[CH:15][CH:16]=[C:11]([C:9]2[NH:8][N:7]=[C:6]([C:4]([OH:5])=[O:3])[CH:10]=2)[CH:12]=1.